This data is from NCI-60 drug combinations with 297,098 pairs across 59 cell lines. The task is: Regression. Given two drug SMILES strings and cell line genomic features, predict the synergy score measuring deviation from expected non-interaction effect. (1) Drug 1: CC1=C(N=C(N=C1N)C(CC(=O)N)NCC(C(=O)N)N)C(=O)NC(C(C2=CN=CN2)OC3C(C(C(C(O3)CO)O)O)OC4C(C(C(C(O4)CO)O)OC(=O)N)O)C(=O)NC(C)C(C(C)C(=O)NC(C(C)O)C(=O)NCCC5=NC(=CS5)C6=NC(=CS6)C(=O)NCCC[S+](C)C)O. Drug 2: C1CNP(=O)(OC1)N(CCCl)CCCl. Cell line: HL-60(TB). Synergy scores: CSS=-37.1, Synergy_ZIP=22.1, Synergy_Bliss=6.47, Synergy_Loewe=-36.1, Synergy_HSA=-36.1. (2) Drug 1: CC1OCC2C(O1)C(C(C(O2)OC3C4COC(=O)C4C(C5=CC6=C(C=C35)OCO6)C7=CC(=C(C(=C7)OC)O)OC)O)O. Drug 2: C(=O)(N)NO. Cell line: 786-0. Synergy scores: CSS=16.5, Synergy_ZIP=-6.21, Synergy_Bliss=-2.16, Synergy_Loewe=-16.1, Synergy_HSA=-1.74. (3) Drug 1: C1=NC2=C(N=C(N=C2N1C3C(C(C(O3)CO)O)O)F)N. Drug 2: CC12CCC3C(C1CCC2O)C(CC4=C3C=CC(=C4)O)CCCCCCCCCS(=O)CCCC(C(F)(F)F)(F)F. Cell line: COLO 205. Synergy scores: CSS=20.0, Synergy_ZIP=-4.74, Synergy_Bliss=-2.23, Synergy_Loewe=-9.49, Synergy_HSA=-3.88. (4) Drug 1: CC1CCC2CC(C(=CC=CC=CC(CC(C(=O)C(C(C(=CC(C(=O)CC(OC(=O)C3CCCCN3C(=O)C(=O)C1(O2)O)C(C)CC4CCC(C(C4)OC)OCCO)C)C)O)OC)C)C)C)OC. Drug 2: C1CC(=O)NC(=O)C1N2C(=O)C3=CC=CC=C3C2=O. Cell line: MDA-MB-231. Synergy scores: CSS=7.54, Synergy_ZIP=-3.47, Synergy_Bliss=-0.146, Synergy_Loewe=-58.5, Synergy_HSA=-0.900. (5) Drug 1: C(=O)(N)NO. Drug 2: C1C(C(OC1N2C=NC3=C2NC=NCC3O)CO)O. Cell line: M14. Synergy scores: CSS=1.92, Synergy_ZIP=0.728, Synergy_Bliss=1.45, Synergy_Loewe=2.30, Synergy_HSA=1.69. (6) Drug 1: C(=O)(N)NO. Drug 2: C1C(C(OC1N2C=NC(=NC2=O)N)CO)O. Cell line: HCT116. Synergy scores: CSS=11.8, Synergy_ZIP=4.17, Synergy_Bliss=7.28, Synergy_Loewe=-11.3, Synergy_HSA=1.12. (7) Drug 1: CCC(=C(C1=CC=CC=C1)C2=CC=C(C=C2)OCCN(C)C)C3=CC=CC=C3.C(C(=O)O)C(CC(=O)O)(C(=O)O)O. Drug 2: CC1=C(C(=O)C2=C(C1=O)N3CC4C(C3(C2COC(=O)N)OC)N4)N. Cell line: A498. Synergy scores: CSS=30.3, Synergy_ZIP=-8.16, Synergy_Bliss=-0.393, Synergy_Loewe=-42.2, Synergy_HSA=-0.166. (8) Drug 1: CS(=O)(=O)C1=CC(=C(C=C1)C(=O)NC2=CC(=C(C=C2)Cl)C3=CC=CC=N3)Cl. Drug 2: C1C(C(OC1N2C=NC3=C2NC=NCC3O)CO)O. Cell line: SR. Synergy scores: CSS=24.3, Synergy_ZIP=-2.08, Synergy_Bliss=1.34, Synergy_Loewe=3.93, Synergy_HSA=4.04. (9) Drug 1: CC1CCC2CC(C(=CC=CC=CC(CC(C(=O)C(C(C(=CC(C(=O)CC(OC(=O)C3CCCCN3C(=O)C(=O)C1(O2)O)C(C)CC4CCC(C(C4)OC)OCCO)C)C)O)OC)C)C)C)OC. Drug 2: CC(C)NC(=O)C1=CC=C(C=C1)CNNC.Cl. Cell line: M14. Synergy scores: CSS=9.58, Synergy_ZIP=-3.36, Synergy_Bliss=-1.19, Synergy_Loewe=-10.7, Synergy_HSA=-2.77. (10) Drug 1: CC1=C2C(C(=O)C3(C(CC4C(C3C(C(C2(C)C)(CC1OC(=O)C(C(C5=CC=CC=C5)NC(=O)OC(C)(C)C)O)O)OC(=O)C6=CC=CC=C6)(CO4)OC(=O)C)OC)C)OC. Drug 2: C1CCC(CC1)NC(=O)N(CCCl)N=O. Cell line: LOX IMVI. Synergy scores: CSS=46.5, Synergy_ZIP=-7.65, Synergy_Bliss=-7.52, Synergy_Loewe=-2.63, Synergy_HSA=-0.505.